From a dataset of Forward reaction prediction with 1.9M reactions from USPTO patents (1976-2016). Predict the product of the given reaction. (1) Given the reactants [Cl:1][C:2]1[CH:7]=[C:6]([Cl:8])[CH:5]=[CH:4][C:3]=1[C:9]1[NH:14][C:13](=O)[N:12]2[N:16]=[C:17]([CH:19]3[CH2:24][CH2:23][N:22]([CH3:25])[CH2:21][CH2:20]3)[N:18]=[C:11]2[CH:10]=1.C(=O)(O)[O-].[Na+].P(Cl)(Cl)([Cl:33])=O, predict the reaction product. The product is: [Cl:33][C:13]1[N:12]2[N:16]=[C:17]([CH:19]3[CH2:24][CH2:23][N:22]([CH3:25])[CH2:21][CH2:20]3)[N:18]=[C:11]2[CH:10]=[C:9]([C:3]2[CH:4]=[CH:5][C:6]([Cl:8])=[CH:7][C:2]=2[Cl:1])[N:14]=1. (2) Given the reactants N1(OC(N(C)C)=[N+](C)C)C2C=CC=CC=2N=N1.CN1CCOCC1.[CH3:25][N:26]([C:33]1[N:38]2[N:39]=[CH:40][C:41]([CH2:42][CH2:43][C:44](O)=[O:45])=[C:37]2[N:36]=[CH:35][N:34]=1)[C:27]1[CH:32]=[CH:31][CH:30]=[CH:29][CH:28]=1.[NH2:47][C:48]1[CH:57]=[CH:56][C:51]([C:52]([O:54][CH3:55])=[O:53])=[CH:50][CH:49]=1, predict the reaction product. The product is: [O:45]=[C:44]([NH:47][C:48]1[CH:49]=[CH:50][C:51]([C:52]([O:54][CH3:55])=[O:53])=[CH:56][CH:57]=1)[CH2:43][CH2:42][C:41]1[CH:40]=[N:39][N:38]2[C:33]([N:26]([CH3:25])[C:27]3[CH:32]=[CH:31][CH:30]=[CH:29][CH:28]=3)=[N:34][CH:35]=[N:36][C:37]=12. (3) Given the reactants C(Cl)(=O)C(Cl)=O.[Cl:7][C:8]1[N:13]=[CH:12][C:11]([CH2:14][N:15]2[C:19]([CH3:20])=[CH:18][C:17]([C:21]([OH:23])=O)=[CH:16]2)=[CH:10][CH:9]=1.[F:24][C:25]([F:38])([F:37])[O:26][C:27]1[CH:32]=[CH:31][C:30]([C:33](=[N:35]O)[NH2:34])=[CH:29][CH:28]=1.C(N(CC)CC)C, predict the reaction product. The product is: [Cl:7][C:8]1[CH:9]=[CH:10][C:11]([CH2:14][N:15]2[CH:16]=[C:17]([C:21]3[O:23][N:35]=[C:33]([C:30]4[CH:29]=[CH:28][C:27]([O:26][C:25]([F:24])([F:37])[F:38])=[CH:32][CH:31]=4)[N:34]=3)[CH:18]=[C:19]2[CH3:20])=[CH:12][N:13]=1. (4) Given the reactants C([NH:4][C:5]([NH2:7])=[NH:6])(=O)C.Br[CH2:9][C:10](=O)[CH2:11][CH2:12][C:13]1[CH:18]=[CH:17][CH:16]=[CH:15][CH:14]=1, predict the reaction product. The product is: [CH2:11]([C:10]1[NH:6][C:5]([NH2:7])=[N:4][CH:9]=1)[CH2:12][C:13]1[CH:18]=[CH:17][CH:16]=[CH:15][CH:14]=1. (5) Given the reactants C(=O)([O:5][C:6]1[CH:11]=[CH:10][C:9]([O:12][CH3:13])=[C:8]([N:14]([CH2:19][CH2:20][N:21]2[CH2:26][CH2:25][O:24][CH2:23][CH2:22]2)[S:15]([CH3:18])(=[O:17])=[O:16])[CH:7]=1)OCC.[Li+].[OH-], predict the reaction product. The product is: [OH:5][C:6]1[CH:11]=[CH:10][C:9]([O:12][CH3:13])=[C:8]([N:14]([CH2:19][CH2:20][N:21]2[CH2:26][CH2:25][O:24][CH2:23][CH2:22]2)[S:15]([CH3:18])(=[O:17])=[O:16])[CH:7]=1. (6) The product is: [Cl:1][C:2]1[CH:10]=[C:9]([F:11])[C:8]([C:12]2[C:17]([Cl:18])=[CH:16][C:15]([C:19]([F:21])([F:20])[F:22])=[CH:14][N:13]=2)=[CH:7][C:3]=1[C:4]([NH:39][S:35]([N:32]([CH:33]([CH3:34])[CH3:41])[CH3:31])(=[O:37])=[O:36])=[O:6]. Given the reactants [Cl:1][C:2]1[CH:10]=[C:9]([F:11])[C:8]([C:12]2[C:17]([Cl:18])=[CH:16][C:15]([C:19]([F:22])([F:21])[F:20])=[CH:14][N:13]=2)=[CH:7][C:3]=1[C:4]([OH:6])=O.C(N1[CH:34]=[CH:33][N:32]=[CH:31]1)([N:32]1[CH:33]=[CH:34]N=[CH:31]1)=O.[S:35]([NH2:39])(N)(=[O:37])=[O:36].N12CCCN=C1CCCC=[CH:41]2, predict the reaction product.